This data is from TCR-epitope binding with 47,182 pairs between 192 epitopes and 23,139 TCRs. The task is: Binary Classification. Given a T-cell receptor sequence (or CDR3 region) and an epitope sequence, predict whether binding occurs between them. (1) The epitope is VTEHDTLLY. The TCR CDR3 sequence is CASSFPGLAQEQFF. Result: 0 (the TCR does not bind to the epitope). (2) The epitope is EHPTFTSQYRIQGKL. The TCR CDR3 sequence is CASSLIQGNNEQFF. Result: 1 (the TCR binds to the epitope). (3) The epitope is QYDPVAALF. The TCR CDR3 sequence is CASSLGGEETQYF. Result: 0 (the TCR does not bind to the epitope). (4) The epitope is IVTDFSVIK. The TCR CDR3 sequence is CSARPGRVNEKLFF. Result: 0 (the TCR does not bind to the epitope). (5) The epitope is AVFDRKSDAK. The TCR CDR3 sequence is CSDDGGQEGYGYTF. Result: 0 (the TCR does not bind to the epitope). (6) The epitope is SLVKPSFYV. Result: 0 (the TCR does not bind to the epitope). The TCR CDR3 sequence is CASSLGWDFKETQYF. (7) The epitope is CTELKLSDY. The TCR CDR3 sequence is CASSHLGGDRYMNEQFF. Result: 0 (the TCR does not bind to the epitope). (8) The epitope is ISPRTLNAW. The TCR CDR3 sequence is CASSQVFSGVQPQHF. Result: 0 (the TCR does not bind to the epitope).